Task: Predict the reactants needed to synthesize the given product.. Dataset: Full USPTO retrosynthesis dataset with 1.9M reactions from patents (1976-2016) (1) Given the product [C:1]([O:4][C@@H:5]1[CH2:22][C@@:20]2([CH3:21])[C@@H:16]([CH2:17][CH:18]=[C:19]2[C:38]2[CH:39]=[N:40][CH:41]=[C:36]([F:35])[CH:37]=2)[C@H:15]2[C@H:6]1[C:7]1[CH:8]=[CH:9][C:10]([C:31]([O:33][CH3:34])=[O:32])=[CH:11][C:12]=1[CH2:13][CH2:14]2)(=[O:3])[CH3:2], predict the reactants needed to synthesize it. The reactants are: [C:1]([O:4][C@@H:5]1[CH2:22][C@@:20]2([CH3:21])[C@@H:16]([CH2:17][CH:18]=[C:19]2OS(C(F)(F)F)(=O)=O)[C@H:15]2[C@H:6]1[C:7]1[CH:8]=[CH:9][C:10]([C:31]([O:33][CH3:34])=[O:32])=[CH:11][C:12]=1[CH2:13][CH2:14]2)(=[O:3])[CH3:2].[F:35][C:36]1[CH:37]=[C:38](B(O)O)[CH:39]=[N:40][CH:41]=1.ICCC. (2) Given the product [O:14]1[CH2:15][CH2:16][CH2:17][C@@H:13]1[CH2:12][N:32]1[C:33]2[C:38](=[CH:37][CH:36]=[CH:35][CH:34]=2)[C:29]2([CH2:30][O:26][C:27]3[CH:47]=[C:46]4[C:41](=[CH:40][C:28]2=3)[CH2:42][CH2:43][CH2:44][CH2:45]4)[C:31]1=[O:39], predict the reactants needed to synthesize it. The reactants are: CC1C=CC(S(O[CH2:12][C@H:13]2[CH2:17][CH2:16][CH2:15][O:14]2)(=O)=O)=CC=1.BrCC1CCCCO1.[O:26]1[CH2:30][C:29]2([C:38]3[C:33](=[CH:34][CH:35]=[CH:36][CH:37]=3)[NH:32][C:31]2=[O:39])[C:28]2[CH:40]=[C:41]3[C:46](=[CH:47][C:27]1=2)[CH2:45][CH2:44][CH2:43][CH2:42]3. (3) Given the product [CH:26]1[N:30]([CH2:31][O:32][CH:33]([CH2:36][OH:37])[CH2:34][OH:35])[C:29]2[N:38]=[C:39]([NH2:43])[N:40]=[C:41]([OH:42])[C:28]=2[N:27]=1, predict the reactants needed to synthesize it. The reactants are: C=CC(O)=O.C(O)C(N)(CO)CO.Cl.COC(C1C=CC(O)=CC=1)=O.[CH:26]1[N:30]([CH2:31][O:32][CH:33]([CH2:36][OH:37])[CH2:34][OH:35])[C:29]2[N:38]=[C:39]([NH2:43])[N:40]=[C:41]([O-:42])[C:28]=2[N:27]=1.[Na+]. (4) Given the product [C:42]([O:46][C:47](=[O:50])[CH2:48][NH:49][C:8]([C:3]1[C:2]([OH:1])=[CH:7][CH:6]=[CH:5][N:4]=1)=[O:10])([CH3:45])([CH3:44])[CH3:43], predict the reactants needed to synthesize it. The reactants are: [OH:1][C:2]1[C:3]([C:8]([OH:10])=O)=[N:4][CH:5]=[CH:6][CH:7]=1.C(N(C(C)C)CC)(C)C.CCN=C=NCCCN(C)C.ON1C2C=CC=CC=2N=N1.Cl.[C:42]([O:46][C:47](=[O:50])[CH2:48][NH2:49])([CH3:45])([CH3:44])[CH3:43].